Dataset: Forward reaction prediction with 1.9M reactions from USPTO patents (1976-2016). Task: Predict the product of the given reaction. Given the reactants [CH3:1][N:2]1[CH:6]=[C:5]([C:7]2[CH:8]=[CH:9][C:10]3[N:11]([C:13]([CH2:16][C:17]4[CH:18]=[C:19]5[C:24](=[CH:25][CH:26]=4)[N:23]=[CH:22][CH:21]=[CH:20]5)=[CH:14][N:15]=3)[N:12]=2)[CH:4]=[N:3]1.CC1(C)C(C)OB([C:34]2C=N[N:37]([CH:39]3CCN(C(OC(C)(C)C)=O)C[CH2:40]3)[CH:38]=2)O1, predict the reaction product. The product is: [NH:37]1[CH2:39][CH2:40][CH:1]([N:2]2[CH:6]=[C:5]([C:7]3[CH:8]=[CH:9][C:10]4[N:11]([C:13]([CH2:16][C:17]5[CH:18]=[C:19]6[C:24](=[CH:25][CH:26]=5)[N:23]=[CH:22][CH:21]=[CH:20]6)=[CH:14][N:15]=4)[N:12]=3)[CH:4]=[N:3]2)[CH2:34][CH2:38]1.